Dataset: Peptide-MHC class I binding affinity with 185,985 pairs from IEDB/IMGT. Task: Regression. Given a peptide amino acid sequence and an MHC pseudo amino acid sequence, predict their binding affinity value. This is MHC class I binding data. The peptide sequence is WQDGGWQSV. The MHC is HLA-A29:02 with pseudo-sequence HLA-A29:02. The binding affinity (normalized) is 0.0847.